From a dataset of Forward reaction prediction with 1.9M reactions from USPTO patents (1976-2016). Predict the product of the given reaction. (1) Given the reactants Cl.[O:2]1[CH:6]=[CH:5][CH:4]=[C:3]1[C:7]1[CH:8]=[C:9]([CH:11]=[CH:12][CH:13]=1)[NH2:10].[Cl:14][C:15]1[CH:20]=[CH:19][C:18]([NH:21][C:22](=[O:29])[CH2:23][O:24][CH2:25][C:26](O)=[O:27])=[C:17]([C:30]([O:32]C)=[O:31])[CH:16]=1, predict the reaction product. The product is: [Cl:14][C:15]1[CH:20]=[CH:19][C:18]([NH:21][C:22](=[O:29])[CH2:23][O:24][CH2:25][C:26]([NH:10][C:9]2[CH:11]=[CH:12][CH:13]=[C:7]([C:3]3[O:2][CH:6]=[CH:5][CH:4]=3)[CH:8]=2)=[O:27])=[C:17]([CH:16]=1)[C:30]([OH:32])=[O:31]. (2) The product is: [C:20]1([S:26]([N:7]2[C:8]3[C:4](=[CH:3][C:2]([Br:1])=[CH:10][CH:9]=3)[CH:5]=[C:6]2[C:11]2[CH:16]=[CH:15][CH:14]=[CH:13][C:12]=2[Cl:17])(=[O:28])=[O:27])[CH:25]=[CH:24][CH:23]=[CH:22][CH:21]=1. Given the reactants [Br:1][C:2]1[CH:3]=[C:4]2[C:8](=[CH:9][CH:10]=1)[NH:7][C:6]([C:11]1[CH:16]=[CH:15][CH:14]=[CH:13][C:12]=1[Cl:17])=[CH:5]2.[H-].[Na+].[C:20]1([S:26](Cl)(=[O:28])=[O:27])[CH:25]=[CH:24][CH:23]=[CH:22][CH:21]=1, predict the reaction product.